This data is from Reaction yield outcomes from USPTO patents with 853,638 reactions. The task is: Predict the reaction yield, written as a fraction of the theoretical maximum amount of product (1.0 means a 100% yield; for example, 0.34 means a 34% yield). (1) The reactants are [Br:1][C:2]1[C:7]([O:8][CH3:9])=[CH:6][C:5]([C:10]2[O:14][C:13]([C:15](=[O:55])[CH:16]([O:53][CH3:54])[C:17]3[CH:22]=[CH:21][C:20]([C:23]4[CH:24]=[N:25][N:26](C(C5C=CC(OC)=CC=5)(C5C=CC(OC)=CC=5)C5C=CC(OC)=CC=5)[CH:27]=4)=[CH:19][CH:18]=3)=[CH:12][CH:11]=2)=[CH:4][C:3]=1[O:56][CH3:57].C1(C)C=CC(S([O-])(=O)=O)=CC=1.[NH+]1C=CC=CC=1.C([O-])(O)=O.[Na+]. The catalyst is CO.O. The product is [NH:25]1[CH:24]=[C:23]([C:20]2[CH:21]=[CH:22][C:17]([CH:16]([O:53][CH3:54])[C:15]([C:13]3[O:14][C:10]([C:5]4[CH:4]=[C:3]([O:56][CH3:57])[C:2]([Br:1])=[C:7]([O:8][CH3:9])[CH:6]=4)=[CH:11][CH:12]=3)=[O:55])=[CH:18][CH:19]=2)[CH:27]=[N:26]1. The yield is 0.170. (2) The reactants are [C:1]1([C:7]2([C:10]([OH:12])=[O:11])[CH2:9][CH2:8]2)[CH:6]=[CH:5][CH:4]=[CH:3][CH:2]=1.[CH3:13]C1C=CC(S(O)(=O)=O)=CC=1.CCOC(C)=O. The catalyst is CO. The product is [C:1]1([C:7]2([C:10]([O:12][CH3:13])=[O:11])[CH2:9][CH2:8]2)[CH:6]=[CH:5][CH:4]=[CH:3][CH:2]=1. The yield is 0.960. (3) The reactants are [CH2:1]([O:8][C:9]1[CH:14]=[CH:13][C:12]([N+:15]([O-])=O)=[CH:11][C:10]=1[F:18])[C:2]1[CH:7]=[CH:6][CH:5]=[CH:4][CH:3]=1.C1(C)C=CC=CC=1.C([O-])=O.[NH4+]. The catalyst is [Fe].O. The product is [CH2:1]([O:8][C:9]1[CH:14]=[CH:13][C:12]([NH2:15])=[CH:11][C:10]=1[F:18])[C:2]1[CH:3]=[CH:4][CH:5]=[CH:6][CH:7]=1. The yield is 0.870. (4) The reactants are C(NC(C)C)(C)C.C([Li])CCC.[I:13][C:14]1[CH:19]=[CH:18][C:17]([CH2:20][C:21]([OH:23])=[O:22])=[CH:16][CH:15]=1.I[CH2:25][CH:26]1[CH2:30][CH2:29][CH2:28][CH2:27]1. The catalyst is O1CCCC1.CN1CCCN(C)C1=O. The product is [CH:26]1([CH2:25][CH:20]([C:17]2[CH:16]=[CH:15][C:14]([I:13])=[CH:19][CH:18]=2)[C:21]([OH:23])=[O:22])[CH2:30][CH2:29][CH2:28][CH2:27]1. The yield is 0.578. (5) The catalyst is C1C=CC([P]([Pd]([P](C2C=CC=CC=2)(C2C=CC=CC=2)C2C=CC=CC=2)([P](C2C=CC=CC=2)(C2C=CC=CC=2)C2C=CC=CC=2)[P](C2C=CC=CC=2)(C2C=CC=CC=2)C2C=CC=CC=2)(C2C=CC=CC=2)C2C=CC=CC=2)=CC=1.CC(C)=O. The product is [NH2:2][C:3]1[N:4]=[C:5]([NH:10][CH2:11][CH3:12])[C:6](/[CH:15]=[CH:14]/[C:13]([O:17][CH2:18][CH3:19])=[O:16])=[C:7]([CH3:20])[N:8]=1. The yield is 0.670. The reactants are Cl.[NH2:2][C:3]1[N:8]=[C:7](I)[CH:6]=[C:5]([NH:10][CH2:11][CH3:12])[N:4]=1.[C:13]([O:17][CH2:18][CH3:19])(=[O:16])[CH:14]=[CH2:15].[CH2:20](N(CC)CC)C.CN(C=O)C. (6) The reactants are [OH-:1].[Na+].ClC(Cl)(Cl)[C:5]([C:7]1[C:15]2[C:10](=[CH:11][CH:12]=[C:13]([CH3:16])[CH:14]=2)[NH:9][CH:8]=1)=[O:6].[CH3:19][O-].[Na+]. The yield is 0.780. The product is [CH3:16][C:13]1[CH:14]=[C:15]2[C:10](=[CH:11][CH:12]=1)[NH:9][CH:8]=[C:7]2[C:5]([O:6][CH3:19])=[O:1]. The catalyst is CO. (7) The reactants are [Br:1][C:2]1[CH:3]=[C:4]([CH:8]=[CH:9][C:10]=1[CH2:11][NH:12][C:13]([O:15][C:16]([CH3:19])([CH3:18])[CH3:17])=[O:14])[C:5]([OH:7])=O.[NH2:20][C:21]1[CH:26]=[CH:25][N:24]=[CH:23][CH:22]=1.CCN(CC)CC.CN(C(ON1N=NC2C=CC=NC1=2)=[N+](C)C)C.F[P-](F)(F)(F)(F)F. The catalyst is CC(N(C)C)=O.CN(C1C=CN=CC=1)C. The product is [C:16]([O:15][C:13](=[O:14])[NH:12][CH2:11][C:10]1[CH:9]=[CH:8][C:4]([C:5](=[O:7])[NH:20][C:21]2[CH:26]=[CH:25][N:24]=[CH:23][CH:22]=2)=[CH:3][C:2]=1[Br:1])([CH3:19])([CH3:18])[CH3:17]. The yield is 0.700. (8) The reactants are [Cl:1][C:2]1[CH:3]=[C:4]2[C:8](=[CH:9][CH:10]=1)[N:7]([CH3:11])[C:6]([CH:12]([NH:19][C:20]1[CH:25]=[CH:24][C:23]([C:26]([NH:28][CH2:29][CH2:30][C:31]([O:33]CC)=[O:32])=[O:27])=[CH:22][CH:21]=1)[CH2:13][CH2:14][CH2:15][CH2:16][CH2:17][CH3:18])=[CH:5]2.O1CCCC1.[OH-].[Na+]. The catalyst is C(O)C. The product is [Cl:1][C:2]1[CH:3]=[C:4]2[C:8](=[CH:9][CH:10]=1)[N:7]([CH3:11])[C:6]([CH:12]([NH:19][C:20]1[CH:21]=[CH:22][C:23]([C:26]([NH:28][CH2:29][CH2:30][C:31]([OH:33])=[O:32])=[O:27])=[CH:24][CH:25]=1)[CH2:13][CH2:14][CH2:15][CH2:16][CH2:17][CH3:18])=[CH:5]2. The yield is 0.920.